From a dataset of Full USPTO retrosynthesis dataset with 1.9M reactions from patents (1976-2016). Predict the reactants needed to synthesize the given product. (1) Given the product [CH3:32][C:31]1[CH:26]=[CH:27][C:28]([C:35]2[CH:36]=[C:37]3[C:42](=[CH:43][CH:44]=2)[CH2:41][CH2:40][CH2:39][CH2:38]3)=[CH:29][CH:30]=1, predict the reactants needed to synthesize it. The reactants are: C1(P(C2CCCCC2)C2CCCCC2)CCCCC1.CCCCCC[CH2:26][CH2:27][CH2:28][CH2:29][CH2:30][CH2:31][CH3:32].CO[C:35]1[CH:36]=[C:37]2[C:42](=[CH:43][CH:44]=1)[CH2:41][CH2:40][CH2:39][CH2:38]2.C1(C)C(C2C(C)=CC=CC=2)=CC=CC=1. (2) Given the product [Br:1][C:2]1[CH:20]=[C:19]2[C:5]([C:6](=[O:22])[C:7](=[O:21])[C:8]3[S:18][CH2:17][C:11]4([CH2:16][CH2:15][N:14]([CH2:32][C@@H:30]([OH:31])[CH2:23][C:24]5[CH:29]=[CH:28][CH:27]=[CH:26][CH:25]=5)[CH2:13][CH2:12]4)[O:10][C:9]=32)=[CH:4][CH:3]=1, predict the reactants needed to synthesize it. The reactants are: [Br:1][C:2]1[CH:20]=[C:19]2[C:5]([C:6](=[O:22])[C:7](=[O:21])[C:8]3[S:18][CH2:17][C:11]4([CH2:16][CH2:15][NH:14][CH2:13][CH2:12]4)[O:10][C:9]=32)=[CH:4][CH:3]=1.[CH2:23]([C@H:30]1[CH2:32][O:31]1)[C:24]1[CH:29]=[CH:28][CH:27]=[CH:26][CH:25]=1. (3) Given the product [C:1]([C:5]1[CH:10]=[CH:9][C:8]([S:11]([NH:14][C:18]2[CH:22]=[CH:21][S:20][C:19]=2[C:23]([O:25][CH3:26])=[O:24])(=[O:13])=[O:12])=[C:7]([C:27]2[CH:32]=[N:31][CH:30]=[N:29][CH:28]=2)[CH:6]=1)([CH3:4])([CH3:2])[CH3:3], predict the reactants needed to synthesize it. The reactants are: [C:1]([C:5]1[CH:10]=[CH:9][C:8]([S:11]([N:14]([C:18]2[CH:22]=[CH:21][S:20][C:19]=2[C:23]([O:25][CH3:26])=[O:24])COC)(=[O:13])=[O:12])=[C:7]([C:27]2[CH:28]=[N:29][CH:30]=[N:31][CH:32]=2)[CH:6]=1)([CH3:4])([CH3:3])[CH3:2].Cl. (4) Given the product [F:8][C:6]1[CH:5]=[C:4]([CH2:9][C:10]([NH:14][C@H:15]([C:17]([C:19]2([NH2:42])[C:25](=[O:26])[N:24]([CH2:27][C:28]([CH3:31])([CH3:29])[CH3:30])[C:23]3[CH:32]=[CH:33][CH:34]=[CH:35][C:22]=3[N:21]([CH2:36][C:37]([CH3:40])([CH3:39])[CH3:38])[C:20]2=[O:41])=[O:18])[CH3:16])=[O:12])[CH:3]=[C:2]([F:1])[CH:7]=1, predict the reactants needed to synthesize it. The reactants are: [F:1][C:2]1[CH:3]=[C:4]([CH2:9][C:10]([OH:12])=O)[CH:5]=[C:6]([F:8])[CH:7]=1.Cl.[NH2:14][C@H:15]([C:17]([C:19]1([NH2:42])[C:25](=[O:26])[N:24]([CH2:27][C:28]([CH3:31])([CH3:30])[CH3:29])[C:23]2[CH:32]=[CH:33][CH:34]=[CH:35][C:22]=2[N:21]([CH2:36][C:37]([CH3:40])([CH3:39])[CH3:38])[C:20]1=[O:41])=[O:18])[CH3:16]. (5) The reactants are: [CH3:1][NH:2][C:3]([C:5]1([C:18]2[CH:23]=[CH:22][CH:21]=[CH:20][N:19]=2)[NH:10][C:9]2[C:11]([N+:15]([O-])=O)=[CH:12][CH:13]=[CH:14][C:8]=2[O:7][CH2:6]1)=[O:4].[H][H]. Given the product [NH2:15][C:11]1[C:9]2[NH:10][C:5]([C:18]3[CH:23]=[CH:22][CH:21]=[CH:20][N:19]=3)([C:3]([NH:2][CH3:1])=[O:4])[CH2:6][O:7][C:8]=2[CH:14]=[CH:13][CH:12]=1, predict the reactants needed to synthesize it. (6) Given the product [Br:1][C:2]1[CH:7]=[CH:6][C:5]([CH:8]2[CH2:11][CH:10]([C:12]([OH:14])=[O:13])[CH2:9]2)=[CH:4][C:3]=1[F:16], predict the reactants needed to synthesize it. The reactants are: [Br:1][C:2]1[CH:7]=[CH:6][C:5]([C:8]2(O)[CH2:11][CH:10]([C:12]([OH:14])=[O:13])[CH2:9]2)=[CH:4][C:3]=1[F:16].C([SiH](CC)CC)C. (7) Given the product [CH3:1][O:2][C:3]([C:5]1[C:9]([NH:10][C:11](=[O:21])[CH2:12][O:13][C:14]2[CH:19]=[CH:18][C:17]([C:25]3[CH:26]=[CH:27][CH:28]=[CH:29][C:24]=3[O:23][CH3:22])=[CH:16][N:15]=2)=[CH:8][S:7][CH:6]=1)=[O:4], predict the reactants needed to synthesize it. The reactants are: [CH3:1][O:2][C:3]([C:5]1[C:9]([NH:10][C:11](=[O:21])[CH2:12][O:13][C:14]2[CH:19]=[CH:18][C:17](Br)=[CH:16][N:15]=2)=[CH:8][S:7][CH:6]=1)=[O:4].[CH3:22][O:23][C:24]1[CH:29]=[CH:28][CH:27]=[CH:26][C:25]=1B(O)O.C(=O)([O-])[O-].[Cs+].[Cs+]. (8) Given the product [NH:27]1[C:28]([C:31]2[C:32]([OH:41])=[C:33]([C:37]([CH3:40])([CH3:39])[CH3:38])[CH:34]=[CH:35][CH:36]=2)=[CH:29][CH:30]=[C:26]1[C:22]1[C:21]([OH:44])=[C:20]([C:16]([CH3:19])([CH3:18])[CH3:17])[CH:25]=[CH:24][CH:23]=1, predict the reactants needed to synthesize it. The reactants are: Cl.C(N(CC)CCS)C.CC([O-])(C)C.[Na+].[C:16]([C:20]1[C:21]([O:44]CC)=[C:22]([C:26]2[NH:27][C:28]([C:31]3[CH:36]=[CH:35][CH:34]=[C:33]([C:37]([CH3:40])([CH3:39])[CH3:38])[C:32]=3[O:41]CC)=[CH:29][CH:30]=2)[CH:23]=[CH:24][CH:25]=1)([CH3:19])([CH3:18])[CH3:17].Cl.